From a dataset of Peptide-MHC class II binding affinity with 134,281 pairs from IEDB. Regression. Given a peptide amino acid sequence and an MHC pseudo amino acid sequence, predict their binding affinity value. This is MHC class II binding data. (1) The peptide sequence is EKKYFAATEFEPLAA. The MHC is HLA-DPA10103-DPB10601 with pseudo-sequence HLA-DPA10103-DPB10601. The binding affinity (normalized) is 0.931. (2) The peptide sequence is GHGCAQPAMERRKHI. The MHC is DRB3_0202 with pseudo-sequence DRB3_0202. The binding affinity (normalized) is 0.